Dataset: Forward reaction prediction with 1.9M reactions from USPTO patents (1976-2016). Task: Predict the product of the given reaction. (1) Given the reactants [F:1][C:2]1[CH:10]=[CH:9][C:8]([CH2:11][C:12]2[C:21]3[C:16](=[CH:17][CH:18]=[CH:19][CH:20]=3)[C:15](=[O:22])[NH:14][N:13]=2)=[CH:7][C:3]=1[C:4]([OH:6])=O.[CH3:23][N:24]([CH3:35])[C:25](=[O:34])[CH2:26][O:27][CH:28]1[CH2:33][CH2:32][NH:31][CH2:30][CH2:29]1.CCN(C(C)C)C(C)C, predict the reaction product. The product is: [F:1][C:2]1[CH:10]=[CH:9][C:8]([CH2:11][C:12]2[C:21]3[C:16](=[CH:17][CH:18]=[CH:19][CH:20]=3)[C:15](=[O:22])[NH:14][N:13]=2)=[CH:7][C:3]=1[C:4]([N:31]1[CH2:30][CH2:29][CH:28]([O:27][CH2:26][C:25]([N:24]([CH3:35])[CH3:23])=[O:34])[CH2:33][CH2:32]1)=[O:6]. (2) The product is: [CH3:1][S:2]([C:5]1[CH:6]=[CH:7][C:8]([O:14][C@@H:15]([CH3:20])[C:16]([F:19])([F:18])[F:17])=[C:9]([C:10]([N:33]2[CH2:34][CH2:35][N:30]([C:28]3[S:29][C:25]([CH2:24][C:23]([F:37])([F:22])[F:36])=[CH:26][N:27]=3)[CH2:31][CH2:32]2)=[O:12])[CH:13]=1)(=[O:3])=[O:4]. Given the reactants [CH3:1][S:2]([C:5]1[CH:6]=[CH:7][C:8]([O:14][C@@H:15]([CH3:20])[C:16]([F:19])([F:18])[F:17])=[C:9]([CH:13]=1)[C:10]([OH:12])=O)(=[O:4])=[O:3].Cl.[F:22][C:23]([F:37])([F:36])[CH2:24][C:25]1[S:29][C:28]([N:30]2[CH2:35][CH2:34][NH:33][CH2:32][CH2:31]2)=[N:27][CH:26]=1, predict the reaction product. (3) Given the reactants [CH:1]1([C:4]#[C:5][CH2:6][NH:7][C:8](=[O:40])[C:9]2[CH:14]=[CH:13][CH:12]=[CH:11][C:10]=2[NH:15][C:16]2[CH:24]=[C:23]3[C:19]([C:20]([CH:33]=[N:34][N:35]4[CH:39]=[CH:38][CH:37]=[CH:36]4)=[N:21][N:22]3COCC[Si](C)(C)C)=[CH:18][CH:17]=2)[CH2:3][CH2:2]1.C1(N)C=CC=C(N)C=1, predict the reaction product. The product is: [CH:1]1([C:4]#[C:5][CH2:6][NH:7][C:8](=[O:40])[C:9]2[CH:14]=[CH:13][CH:12]=[CH:11][C:10]=2[NH:15][C:16]2[CH:24]=[C:23]3[C:19]([C:20]([CH:33]=[N:34][N:35]4[CH:39]=[CH:38][CH:37]=[CH:36]4)=[N:21][NH:22]3)=[CH:18][CH:17]=2)[CH2:2][CH2:3]1. (4) Given the reactants [I:1][C:2](=[CH:4][CH2:5][C@H:6]([C:15]1[CH:16]=[C:17]2[C:22](=[CH:23][CH:24]=1)[N:21]=[CH:20][CH:19]=[CH:18]2)[O:7][Si](CC)(CC)CC)[CH3:3], predict the reaction product. The product is: [I:1][C:2](=[CH:4][CH2:5][C@H:6]([C:15]1[CH:16]=[C:17]2[C:22](=[CH:23][CH:24]=1)[N:21]=[CH:20][CH:19]=[CH:18]2)[OH:7])[CH3:3]. (5) Given the reactants [N:1]([CH2:4][C@@H:5]([NH:12][C:13]1[C:22]2[C:17](=[C:18]([C:23]([NH2:25])=[O:24])[CH:19]=[CH:20][CH:21]=2)[N:16]=[CH:15][N:14]=1)[C:6]1[CH:11]=[CH:10][CH:9]=[CH:8][CH:7]=1)=[N+]=[N-].C(Cl)(Cl)Cl, predict the reaction product. The product is: [NH2:1][CH2:4][C@@H:5]([NH:12][C:13]1[C:22]2[C:17](=[C:18]([C:23]([NH2:25])=[O:24])[CH:19]=[CH:20][CH:21]=2)[N:16]=[CH:15][N:14]=1)[C:6]1[CH:7]=[CH:8][CH:9]=[CH:10][CH:11]=1. (6) Given the reactants [OH:1][C:2]1[CH:15]=[CH:14][C:5]([C:6]([C:8]2[CH:13]=[CH:12][CH:11]=[CH:10][CH:9]=2)=[O:7])=[CH:4][CH:3]=1.Br[CH2:17][CH2:18][CH2:19]Cl.C(=O)([O-])[O-].[K+].[K+].[I-:27].[Na+], predict the reaction product. The product is: [I:27][CH2:17][CH2:18][CH2:19][O:1][C:2]1[CH:3]=[CH:4][C:5]([C:6]([C:8]2[CH:13]=[CH:12][CH:11]=[CH:10][CH:9]=2)=[O:7])=[CH:14][CH:15]=1.